From a dataset of Forward reaction prediction with 1.9M reactions from USPTO patents (1976-2016). Predict the product of the given reaction. (1) Given the reactants C([O:3][C:4]([C:6]1([C:9]2[CH:14]=[CH:13][C:12]([C:15]3[CH:20]=[CH:19][C:18]([C:21]4[S:22][C:23]([F:37])=[CH:24][C:25]=4[NH:26][C:27]([O:29][C@@H:30]([C:32]4[S:33][CH:34]=[CH:35][CH:36]=4)[CH3:31])=[O:28])=[CH:17][CH:16]=3)=[CH:11][CH:10]=2)[CH2:8][CH2:7]1)=[O:5])C.[OH-].[Na+].Cl, predict the reaction product. The product is: [F:37][C:23]1[S:22][C:21]([C:18]2[CH:19]=[CH:20][C:15]([C:12]3[CH:11]=[CH:10][C:9]([C:6]4([C:4]([OH:5])=[O:3])[CH2:8][CH2:7]4)=[CH:14][CH:13]=3)=[CH:16][CH:17]=2)=[C:25]([NH:26][C:27]([O:29][C@@H:30]([C:32]2[S:33][CH:34]=[CH:35][CH:36]=2)[CH3:31])=[O:28])[CH:24]=1. (2) Given the reactants [Cl:1][C:2]1[C:3]([CH3:14])=[C:4]([Cl:13])[C:5]2[O:10][CH2:9][C:8](=[O:11])[NH:7][C:6]=2[CH:12]=1.C([O-])([O-])=O.[Cs+].[Cs+].[Cl:21][CH2:22][CH2:23][CH2:24]I, predict the reaction product. The product is: [Cl:1][C:2]1[C:3]([CH3:14])=[C:4]([Cl:13])[C:5]2[O:10][CH2:9][C:8](=[O:11])[N:7]([CH2:24][CH2:23][CH2:22][Cl:21])[C:6]=2[CH:12]=1. (3) The product is: [CH2:29]([C:27]1[S:26][C:22]2[N:23]=[CH:24][N:25]=[C:20]([O:1][CH:2]3[CH2:7][CH2:6][CH:5]([N:8]([CH3:16])[C:9](=[O:15])[O:10][C:11]([CH3:12])([CH3:13])[CH3:14])[CH2:4][CH2:3]3)[C:21]=2[N:28]=1)[CH3:30]. Given the reactants [OH:1][CH:2]1[CH2:7][CH2:6][CH:5]([N:8]([CH3:16])[C:9](=[O:15])[O:10][C:11]([CH3:14])([CH3:13])[CH3:12])[CH2:4][CH2:3]1.[H-].[Na+].Cl[C:20]1[C:21]2[N:28]=[C:27]([CH2:29][CH3:30])[S:26][C:22]=2[N:23]=[CH:24][N:25]=1, predict the reaction product. (4) Given the reactants [CH3:1][C:2]([CH3:46])([CH3:45])[CH2:3][CH2:4][C:5]1([NH:34][CH2:35][C:36]2[CH:41]=[CH:40][CH:39]=[CH:38][C:37]=2[N+:42]([O-])=O)[C:14]2[C:9](=[CH:10][CH:11]=[CH:12][CH:13]=2)[C:8]([OH:15])=[C:7]([C:16]2[NH:21][C:20]3[CH:22]=[CH:23][C:24]([NH:26][S:27]([CH3:30])(=[O:29])=[O:28])=[CH:25][C:19]=3[S:18](=[O:32])(=[O:31])[N:17]=2)[C:6]1=[O:33], predict the reaction product. The product is: [NH2:42][C:37]1[CH:38]=[CH:39][CH:40]=[CH:41][C:36]=1[CH2:35][NH:34][C:5]1([CH2:4][CH2:3][C:2]([CH3:46])([CH3:1])[CH3:45])[C:14]2[C:9](=[CH:10][CH:11]=[CH:12][CH:13]=2)[C:8]([OH:15])=[C:7]([C:16]2[NH:21][C:20]3[CH:22]=[CH:23][C:24]([NH:26][S:27]([CH3:30])(=[O:29])=[O:28])=[CH:25][C:19]=3[S:18](=[O:32])(=[O:31])[N:17]=2)[C:6]1=[O:33]. (5) The product is: [CH2:1]([O:3][C:4](=[O:12])[CH:5]([O:9][CH2:10][CH3:11])[C:6]([NH:48][CH2:47][C:46]1[CH:49]=[CH:50][C:43]([C:42]#[N:41])=[CH:44][CH:45]=1)=[O:8])[CH3:2]. Given the reactants [CH2:1]([O:3][C:4](=[O:12])[CH:5]([O:9][CH2:10][CH3:11])[C:6]([OH:8])=O)[CH3:2].F[P-](F)(F)(F)(F)F.N1(O[P+](N(C)C)(N(C)C)N(C)C)C2C=CC=CC=2N=N1.Cl.[NH2:41][CH2:42][C:43]1[CH:50]=[CH:49][C:46]([C:47]#[N:48])=[CH:45][CH:44]=1.C(N(C(C)C)C(C)C)C, predict the reaction product. (6) Given the reactants [NH2:1][C:2]([C:4]1[CH:5]=[N:6][C:7]2[C:12]([C:13]=1[NH:14][C:15]1[CH:16]=[C:17]([CH:23]=[CH:24][CH:25]=1)[C:18]([O:20][CH2:21][CH3:22])=[O:19])=[CH:11][CH:10]=[C:9](Cl)[CH:8]=2)=[O:3].[F:27][C:28]1[CH:33]=[CH:32][C:31]([F:34])=[CH:30][C:29]=1B(O)O.C(=O)([O-])[O-].[K+].[K+].C(OCC)C, predict the reaction product. The product is: [NH2:1][C:2]([C:4]1[CH:5]=[N:6][C:7]2[C:12]([C:13]=1[NH:14][C:15]1[CH:16]=[C:17]([CH:23]=[CH:24][CH:25]=1)[C:18]([O:20][CH2:21][CH3:22])=[O:19])=[CH:11][CH:10]=[C:9]([C:32]1[CH:33]=[C:28]([F:27])[CH:29]=[CH:30][C:31]=1[F:34])[CH:8]=2)=[O:3].